From a dataset of Reaction yield outcomes from USPTO patents with 853,638 reactions. Predict the reaction yield, written as a fraction of the theoretical maximum amount of product (1.0 means a 100% yield; for example, 0.34 means a 34% yield). (1) The reactants are [NH2:1][C:2]1[CH:7]=[CH:6][C:5]([N:8]2[C:12]([CH3:14])([CH3:13])[C:11](=[O:15])[N:10]([C:16]3[CH:23]=[CH:22][C:19]([C:20]#[N:21])=[C:18]([C:24]([F:27])([F:26])[F:25])[CH:17]=3)[C:9]2=[S:28])=[CH:4][CH:3]=1.[CH3:29][S:30](Cl)(=[O:32])=[O:31].N1C=CC=CC=1. The catalyst is ClCCl. The product is [C:20]([C:19]1[CH:22]=[CH:23][C:16]([N:10]2[C:11](=[O:15])[C:12]([CH3:14])([CH3:13])[N:8]([C:5]3[CH:4]=[CH:3][C:2]([NH:1][S:30]([CH3:29])(=[O:32])=[O:31])=[CH:7][CH:6]=3)[C:9]2=[S:28])=[CH:17][C:18]=1[C:24]([F:26])([F:27])[F:25])#[N:21]. The yield is 0.360. (2) The reactants are [C:1]([O:5][C:6](=[O:20])[C:7]1[CH:12]=[CH:11][C:10]([F:13])=[CH:9][C:8]=1[NH:14][C@@H:15]([CH3:19])[CH2:16][O:17][CH3:18])([CH3:4])([CH3:3])[CH3:2].C(N(CC)CC)C.[F:28][C:29]([F:40])([F:39])[C:30](O[C:30](=[O:31])[C:29]([F:40])([F:39])[F:28])=[O:31]. The catalyst is ClCCl. The product is [C:1]([O:5][C:6](=[O:20])[C:7]1[CH:12]=[CH:11][C:10]([F:13])=[CH:9][C:8]=1[N:14]([C@@H:15]([CH3:19])[CH2:16][O:17][CH3:18])[C:30](=[O:31])[C:29]([F:40])([F:39])[F:28])([CH3:4])([CH3:3])[CH3:2]. The yield is 0.990. (3) The reactants are [CH3:1][N:2]([CH3:20])[CH2:3][CH2:4][CH2:5][O:6][C:7]1[CH:12]=[CH:11][C:10]([NH2:13])=[CH:9][C:8]=1[C:14]1[N:15]([CH3:19])[N:16]=[CH:17][CH:18]=1.[F:21][C:22]([F:33])([F:32])[C:23]1[CH:28]=[CH:27][C:26]([N:29]=[C:30]=[O:31])=[CH:25][CH:24]=1. The catalyst is C(Cl)Cl. The product is [CH3:20][N:2]([CH3:1])[CH2:3][CH2:4][CH2:5][O:6][C:7]1[CH:12]=[CH:11][C:10]([NH:13][C:30]([NH:29][C:26]2[CH:25]=[CH:24][C:23]([C:22]([F:21])([F:32])[F:33])=[CH:28][CH:27]=2)=[O:31])=[CH:9][C:8]=1[C:14]1[N:15]([CH3:19])[N:16]=[CH:17][CH:18]=1. The yield is 0.330. (4) The reactants are Cl[C:2]1[N:7]=[C:6]([O:8][C:9]2[CH:14]=[CH:13][CH:12]=[CH:11][CH:10]=2)[C:5]2[CH2:15][CH2:16][CH2:17][C:4]=2[N:3]=1.[CH3:18][O:19][C:20]([C:22]1([C:26]2[CH:31]=[CH:30][C:29]([NH2:32])=[CH:28][CH:27]=2)[CH2:25][CH2:24][CH2:23]1)=[O:21].CCOCC. The catalyst is C(O)CCC. The product is [CH3:18][O:19][C:20]([C:22]1([C:26]2[CH:27]=[CH:28][C:29]([NH:32][C:2]3[N:7]=[C:6]([O:8][C:9]4[CH:14]=[CH:13][CH:12]=[CH:11][CH:10]=4)[C:5]4[CH2:15][CH2:16][CH2:17][C:4]=4[N:3]=3)=[CH:30][CH:31]=2)[CH2:23][CH2:24][CH2:25]1)=[O:21]. The yield is 0.810.